The task is: Predict the product of the given reaction.. This data is from Forward reaction prediction with 1.9M reactions from USPTO patents (1976-2016). (1) Given the reactants [N:1]1([C:6]2[C:11]([F:12])=[CH:10][C:9]([N:13]3[CH2:17][C@H:16]([C:18]([O:20]C)=O)[O:15][C:14]3=[O:22])=[CH:8][C:7]=2[F:23])[CH2:5][CH:4]=[CH:3][CH2:2]1.[NH3:24], predict the reaction product. The product is: [N:1]1([C:6]2[C:11]([F:12])=[CH:10][C:9]([N:13]3[CH2:17][C@H:16]([C:18]([NH2:24])=[O:20])[O:15][C:14]3=[O:22])=[CH:8][C:7]=2[F:23])[CH2:5][CH:4]=[CH:3][CH2:2]1. (2) Given the reactants C(O[C:6]([C:8]1[N:9]=[CH:10][C:11]2[C:16]([C:17]=1[OH:18])=[CH:15][CH:14]=[C:13]([S:19][C:20]1[CH:25]=[CH:24][CH:23]=[CH:22][CH:21]=1)[CH:12]=2)=[O:7])CCC.[NH2:26][C@@H:27]([C:29]([OH:31])=[O:30])[CH3:28], predict the reaction product. The product is: [OH:18][C:17]1[C:16]2[C:11](=[CH:12][C:13]([S:19][C:20]3[CH:21]=[CH:22][CH:23]=[CH:24][CH:25]=3)=[CH:14][CH:15]=2)[CH:10]=[N:9][C:8]=1[C:6]([NH:26][C@H:27]([CH3:28])[C:29]([OH:31])=[O:30])=[O:7]. (3) Given the reactants C(NC1N=C2C(N=C(OC)N2CCCC2CCOCC2)=C(N)N=1)CCC.FC(F)(F)C(O)=O.[CH:34]1([CH2:37][CH2:38][O:39][C:40]2[NH:41][C:42]([NH2:51])=[C:43]3[C:47]([N:48]=2)=[N:46][C:45]([O:49][CH3:50])=[N:44]3)[CH2:36][CH2:35]1.Br[CH2:53][CH2:54][CH2:55][CH2:56][CH:57]1[CH2:62][CH2:61][O:60][CH2:59][CH2:58]1, predict the reaction product. The product is: [CH:34]1([CH2:37][CH2:38][O:39][C:40]2[N:48]=[C:47]3[C:43]([N:44]=[C:45]([O:49][CH3:50])[N:46]3[CH2:53][CH2:54][CH2:55][CH2:56][CH:57]3[CH2:62][CH2:61][O:60][CH2:59][CH2:58]3)=[C:42]([NH2:51])[N:41]=2)[CH2:36][CH2:35]1. (4) Given the reactants C(OC([N:8]1[CH2:14][CH2:13][C:12]2[C:15]([S:20][CH2:21][CH2:22][CH2:23][C:24](=[O:28])[N:25]([CH3:27])[CH3:26])=[C:16]([Cl:19])[CH:17]=[CH:18][C:11]=2[CH2:10][CH2:9]1)=O)(C)(C)C.Cl.O1CCOCC1, predict the reaction product. The product is: [ClH:19].[Cl:19][C:16]1[CH:17]=[CH:18][C:11]2[CH2:10][CH2:9][NH:8][CH2:14][CH2:13][C:12]=2[C:15]=1[S:20][CH2:21][CH2:22][CH2:23][C:24](=[O:28])[N:25]([CH3:26])[CH3:27]. (5) Given the reactants Br[C:2]1[CH:3]=[N:4][CH:5]=[C:6]([Br:8])[CH:7]=1.[NH2:9][CH:10]([C:13]1[CH:18]=[CH:17][CH:16]=[CH:15][CH:14]=1)[CH2:11][OH:12].N1CCC[C@H]1C(O)=O.C(=O)([O-])[O-].[K+].[K+], predict the reaction product. The product is: [Br:8][C:6]1[CH:7]=[C:2]([NH:9][CH:10]([C:13]2[CH:18]=[CH:17][CH:16]=[CH:15][CH:14]=2)[CH2:11][OH:12])[CH:3]=[N:4][CH:5]=1. (6) Given the reactants [CH2:1]([Mg]Br)C.C([C:8]1[N:12]2[CH2:13][C@H:14]([C:26]3[CH:31]=[CH:30][CH:29]=[C:28]([F:32])[C:27]=3[F:33])[CH2:15][CH2:16][C@@H:17]([NH:18][C:19](=[O:25])[O:20][C:21]([CH3:24])([CH3:23])[CH3:22])[C:11]2=[N:10][CH:9]=1)(=O)C.[O:34]1[CH2:38][CH2:37][CH2:36]C1, predict the reaction product. The product is: [F:33][C:27]1[C:28]([F:32])=[CH:29][CH:30]=[CH:31][C:26]=1[C@H:14]1[CH2:13][N:12]2[C:8]([C:38]([OH:34])([CH3:1])[CH2:37][CH3:36])=[CH:9][N:10]=[C:11]2[C@H:17]([NH:18][C:19](=[O:25])[O:20][C:21]([CH3:24])([CH3:23])[CH3:22])[CH2:16][CH2:15]1.